Dataset: Forward reaction prediction with 1.9M reactions from USPTO patents (1976-2016). Task: Predict the product of the given reaction. (1) Given the reactants [F:1][C:2]1[CH:7]=[C:6]([F:8])[CH:5]=[CH:4][C:3]=1[C:9](=[O:11])[CH3:10].[CH3:12][N:13]([CH:15](OC)OC)[CH3:14], predict the reaction product. The product is: [F:1][C:2]1[CH:7]=[C:6]([F:8])[CH:5]=[CH:4][C:3]=1[C:9](=[O:11])/[CH:10]=[CH:12]/[N:13]([CH3:15])[CH3:14]. (2) Given the reactants [Cl:1][C:2]1[C:3]([N:8]2[CH2:13][CH2:12][NH:11][CH2:10][CH2:9]2)=[N:4][CH:5]=[CH:6][N:7]=1.[C:14]1([N:20]2[CH:24]=[C:23]([CH:25]=O)[CH:22]=[N:21]2)[CH:19]=[CH:18][CH:17]=[CH:16][CH:15]=1.C(O[BH-](OC(=O)C)OC(=O)C)(=O)C.[Na+], predict the reaction product. The product is: [Cl:1][C:2]1[C:3]([N:8]2[CH2:9][CH2:10][N:11]([CH2:25][C:23]3[CH:22]=[N:21][N:20]([C:14]4[CH:15]=[CH:16][CH:17]=[CH:18][CH:19]=4)[CH:24]=3)[CH2:12][CH2:13]2)=[N:4][CH:5]=[CH:6][N:7]=1.